Dataset: Peptide-MHC class I binding affinity with 185,985 pairs from IEDB/IMGT. Task: Regression. Given a peptide amino acid sequence and an MHC pseudo amino acid sequence, predict their binding affinity value. This is MHC class I binding data. (1) The binding affinity (normalized) is 0.0847. The MHC is HLA-A24:03 with pseudo-sequence HLA-A24:03. The peptide sequence is PSEVELEEY. (2) The peptide sequence is AVNKSNKPL. The MHC is HLA-A02:03 with pseudo-sequence HLA-A02:03. The binding affinity (normalized) is 0.283. (3) The peptide sequence is ASNQNVSVM. The MHC is H-2-Kb with pseudo-sequence H-2-Kb. The binding affinity (normalized) is 0.301. (4) The peptide sequence is LYRYIQWLR. The MHC is HLA-B48:01 with pseudo-sequence HLA-B48:01. The binding affinity (normalized) is 0.0847. (5) The peptide sequence is KSHNVSLIW. The MHC is HLA-A01:01 with pseudo-sequence HLA-A01:01. The binding affinity (normalized) is 0.0847. (6) The peptide sequence is CLVVSTKGDV. The MHC is HLA-A02:01 with pseudo-sequence HLA-A02:01. The binding affinity (normalized) is 0.398. (7) The peptide sequence is KVQEWYLSY. The MHC is HLA-A02:03 with pseudo-sequence HLA-A02:03. The binding affinity (normalized) is 0.319.